The task is: Predict the product of the given reaction.. This data is from Forward reaction prediction with 1.9M reactions from USPTO patents (1976-2016). Given the reactants [CH:1]([N:4]1[C:9](=[O:10])[CH:8]=[CH:7][C:6]([C:11]2[S:15][C:14]([C:16]([O:18]CC)=O)=[N:13][C:12]=2[C:21]2[CH:26]=[CH:25][CH:24]=[CH:23][CH:22]=2)=[N:5]1)([CH3:3])[CH3:2].[CH2:27]([NH2:30])[CH2:28][CH3:29], predict the reaction product. The product is: [CH:1]([N:4]1[C:9](=[O:10])[CH:8]=[CH:7][C:6]([C:11]2[S:15][C:14]([C:16]([NH:30][CH2:27][CH2:28][CH3:29])=[O:18])=[N:13][C:12]=2[C:21]2[CH:22]=[CH:23][CH:24]=[CH:25][CH:26]=2)=[N:5]1)([CH3:2])[CH3:3].